This data is from Forward reaction prediction with 1.9M reactions from USPTO patents (1976-2016). The task is: Predict the product of the given reaction. (1) Given the reactants O.[OH-].[Li+].[CH:4]1([CH2:10][CH:11]([O:16][C:17]([N:19]2[CH2:24][CH2:23][O:22][CH2:21][CH2:20]2)=[O:18])[C:12]([O:14]C)=[O:13])[CH2:9][CH2:8][CH2:7][CH2:6][CH2:5]1, predict the reaction product. The product is: [C:12]([CH:11]([O:16][C:17]([N:19]1[CH2:20][CH2:21][O:22][CH2:23][CH2:24]1)=[O:18])[CH2:10][CH:4]1[CH2:5][CH2:6][CH2:7][CH2:8][CH2:9]1)([OH:14])=[O:13]. (2) Given the reactants [CH2:1]([OH:5])[CH:2]([OH:4])[CH3:3].[C:6](Cl)([C:19]1[CH:24]=[CH:23][CH:22]=[CH:21][CH:20]=1)([C:13]1[CH:18]=[CH:17][CH:16]=[CH:15][CH:14]=1)[C:7]1[CH:12]=[CH:11][CH:10]=[CH:9][CH:8]=1.C(N(CC)CC)C.[CH3:33][S:34](Cl)(=[O:36])=[O:35], predict the reaction product. The product is: [CH3:33][S:34]([O:4][CH:2]([CH3:3])[CH2:1][O:5][C:6]([C:19]1[CH:24]=[CH:23][CH:22]=[CH:21][CH:20]=1)([C:13]1[CH:18]=[CH:17][CH:16]=[CH:15][CH:14]=1)[C:7]1[CH:12]=[CH:11][CH:10]=[CH:9][CH:8]=1)(=[O:36])=[O:35].